Dataset: NCI-60 drug combinations with 297,098 pairs across 59 cell lines. Task: Regression. Given two drug SMILES strings and cell line genomic features, predict the synergy score measuring deviation from expected non-interaction effect. (1) Drug 1: C#CCC(CC1=CN=C2C(=N1)C(=NC(=N2)N)N)C3=CC=C(C=C3)C(=O)NC(CCC(=O)O)C(=O)O. Drug 2: CC1CCCC2(C(O2)CC(NC(=O)CC(C(C(=O)C(C1O)C)(C)C)O)C(=CC3=CSC(=N3)C)C)C. Cell line: UACC-257. Synergy scores: CSS=30.5, Synergy_ZIP=2.49, Synergy_Bliss=3.42, Synergy_Loewe=4.35, Synergy_HSA=4.46. (2) Drug 1: CC1C(C(CC(O1)OC2CC(CC3=C2C(=C4C(=C3O)C(=O)C5=C(C4=O)C(=CC=C5)OC)O)(C(=O)CO)O)N)O.Cl. Drug 2: N.N.Cl[Pt+2]Cl. Cell line: SNB-19. Synergy scores: CSS=56.5, Synergy_ZIP=-1.90, Synergy_Bliss=-1.46, Synergy_Loewe=-17.4, Synergy_HSA=1.81. (3) Drug 1: CC1=C(C=C(C=C1)NC2=NC=CC(=N2)N(C)C3=CC4=NN(C(=C4C=C3)C)C)S(=O)(=O)N.Cl. Drug 2: CC(C)NC(=O)C1=CC=C(C=C1)CNNC.Cl. Cell line: SNB-75. Synergy scores: CSS=0.331, Synergy_ZIP=-0.379, Synergy_Bliss=-0.591, Synergy_Loewe=-3.01, Synergy_HSA=-2.13.